Task: Regression/Classification. Given a drug SMILES string, predict its absorption, distribution, metabolism, or excretion properties. Task type varies by dataset: regression for continuous measurements (e.g., permeability, clearance, half-life) or binary classification for categorical outcomes (e.g., BBB penetration, CYP inhibition). Dataset: cyp3a4_veith.. Dataset: CYP3A4 inhibition data for predicting drug metabolism from PubChem BioAssay (1) The compound is CC(C)CNC(=O)c1nc(-c2ccccc2)n(-c2ccccc2)n1. The result is 0 (non-inhibitor). (2) The drug is CN1[C@H]2CC(OC(=O)[C@@H](CO)c3ccccc3)C[C@@H]1[C@@H]1O[C@@H]12. The result is 0 (non-inhibitor). (3) The molecule is CCCCNS(=O)(=O)c1ccc(OC)c(Cl)c1Cl. The result is 1 (inhibitor). (4) The molecule is OC[C@@H](O)CNc1ncnc2ccccc12. The result is 0 (non-inhibitor). (5) The drug is CN(C)c1ncc2ncc(=O)n(CCC#N)c2n1. The result is 0 (non-inhibitor). (6) The drug is O=C(CSc1nc(-c2ccccc2)cs1)N1CCc2ccccc21. The result is 1 (inhibitor). (7) The drug is COc1cccc(-c2nc(N(C)Cc3ccco3)c3ccccc3n2)c1. The result is 1 (inhibitor). (8) The compound is Cc1ccc(NC(=O)Cn2nc([N+](=O)[O-])c(Br)c2C)cc1C. The result is 0 (non-inhibitor). (9) The compound is CNC[C@H](O)c1cccc(O)c1. The result is 0 (non-inhibitor).